From a dataset of Full USPTO retrosynthesis dataset with 1.9M reactions from patents (1976-2016). Predict the reactants needed to synthesize the given product. (1) Given the product [NH:8]1[CH2:9][CH2:10][CH:11]([NH:14][C:15]2[CH:20]=[CH:19][CH:18]=[CH:17][C:16]=2[C:21]([F:22])([F:23])[F:24])[CH2:12][CH2:13]1, predict the reactants needed to synthesize it. The reactants are: C(OC([N:8]1[CH2:13][CH2:12][CH:11]([NH:14][C:15]2[CH:20]=[CH:19][CH:18]=[CH:17][C:16]=2[C:21]([F:24])([F:23])[F:22])[CH2:10][CH2:9]1)=O)(C)(C)C. (2) The reactants are: [CH:1]([N:4]1[C:9]2=[N:10][C:11](S(C)=O)=[N:12][CH:13]=[C:8]2[CH2:7][NH:6][C:5]1=[O:17])([CH3:3])[CH3:2].[NH2:18][C:19]1[CH:24]=[CH:23][C:22]([N:25]2[CH2:30][CH2:29][CH:28]([OH:31])[CH2:27][CH2:26]2)=[CH:21][CH:20]=1.FC(F)(F)C(O)=O. Given the product [OH:31][CH:28]1[CH2:29][CH2:30][N:25]([C:22]2[CH:23]=[CH:24][C:19]([NH:18][C:11]3[N:10]=[C:9]4[N:4]([CH:1]([CH3:3])[CH3:2])[C:5](=[O:17])[NH:6][CH2:7][C:8]4=[CH:13][N:12]=3)=[CH:20][CH:21]=2)[CH2:26][CH2:27]1, predict the reactants needed to synthesize it. (3) Given the product [CH3:1][O:2][C:3]1[CH:4]=[C:5]([CH2:6][CH2:7][NH:8][C:17]([C:13]2[S:12][CH:16]=[CH:15][CH:14]=2)=[O:18])[CH:9]=[CH:10][CH:11]=1, predict the reactants needed to synthesize it. The reactants are: [CH3:1][O:2][C:3]1[CH:4]=[C:5]([CH:9]=[CH:10][CH:11]=1)[CH2:6][CH2:7][NH2:8].[S:12]1[CH:16]=[CH:15][CH:14]=[C:13]1[C:17](O)=[O:18].O.ON1C2C=CC=CC=2N=N1.Cl.C(N(CC)CCCN=C=NCC)C. (4) Given the product [CH3:15][N:16]1[CH2:17][CH:18]=[C:19]([C:22]2[CH:27]=[CH:26][N:25]=[C:24]([O:14][CH2:13][C:3]3[C:4]([C:7]4[CH:12]=[CH:11][CH:10]=[CH:9][CH:8]=4)=[N:5][O:6][C:2]=3[CH3:1])[CH:23]=2)[CH2:20][CH2:21]1, predict the reactants needed to synthesize it. The reactants are: [CH3:1][C:2]1[O:6][N:5]=[C:4]([C:7]2[CH:12]=[CH:11][CH:10]=[CH:9][CH:8]=2)[C:3]=1[CH2:13][OH:14].[CH3:15][N:16]1[CH2:21][CH:20]=[C:19]([C:22]2[CH:27]=[CH:26][NH:25][C:24](=O)[CH:23]=2)[CH2:18][CH2:17]1. (5) Given the product [ClH:1].[ClH:1].[ClH:1].[CH3:8][N:9]1[CH2:10][CH2:11][N:12]([C:15]2[CH:43]=[CH:42][C:18]([C:19]([NH:21][C:22]3[C:23]4[CH2:34][NH:33][CH2:32][C:24]=4[N:25]([C:27]([O:29][CH2:30][CH3:31])=[O:28])[N:26]=3)=[O:20])=[CH:17][CH:16]=2)[CH2:13][CH2:14]1, predict the reactants needed to synthesize it. The reactants are: [ClH:1].O1CCOCC1.[CH3:8][N:9]1[CH2:14][CH2:13][N:12]([C:15]2[CH:43]=[CH:42][C:18]([C:19]([NH:21][C:22]3[C:23]4[CH2:34][N:33](C(OC(C)(C)C)=O)[CH2:32][C:24]=4[N:25]([C:27]([O:29][CH2:30][CH3:31])=[O:28])[N:26]=3)=[O:20])=[CH:17][CH:16]=2)[CH2:11][CH2:10]1. (6) The reactants are: [CH:1]1([CH2:4][O:5][C:6]2[N:11]=[N:10][C:9]([NH2:12])=[CH:8][CH:7]=2)[CH2:3]C1.Br[CH2:14][C:15]([C:17]1[CH:22]=[CH:21][C:20]([O:23][CH2:24][CH3:25])=[CH:19][CH:18]=1)=O.[C:26](=O)([O-])O.[Na+]. Given the product [CH2:24]([O:23][C:20]1[CH:21]=[CH:22][C:17]([C:15]2[CH2:14][N:10]3[N:11]([CH3:26])[C:6]([O:5][CH2:4][CH2:1][CH3:3])=[CH:7][CH:8]=[C:9]3[N:12]=2)=[CH:18][CH:19]=1)[CH3:25], predict the reactants needed to synthesize it. (7) Given the product [CH3:17][O:18][C:19]1[CH:20]=[C:21]2[C:25](=[CH:26][C:27]=1[O:28][CH3:29])[C:24](=[O:30])[C:23](=[CH:15][C:2]1([F:1])[CH2:3][CH2:4][N:5]([C:8]([O:10][C:11]([CH3:12])([CH3:13])[CH3:14])=[O:9])[CH2:6][CH2:7]1)[CH2:22]2, predict the reactants needed to synthesize it. The reactants are: [F:1][C:2]1([CH:15]=O)[CH2:7][CH2:6][N:5]([C:8]([O:10][C:11]([CH3:14])([CH3:13])[CH3:12])=[O:9])[CH2:4][CH2:3]1.[CH3:17][O:18][C:19]1[CH:20]=[C:21]2[C:25](=[CH:26][C:27]=1[O:28][CH3:29])[C:24](=[O:30])[CH2:23][CH2:22]2.[OH-].[Na+].